The task is: Predict the reactants needed to synthesize the given product.. This data is from Full USPTO retrosynthesis dataset with 1.9M reactions from patents (1976-2016). (1) Given the product [Br:1][C:2]1[CH:11]=[CH:10][C:5]([C:6]([O:8][CH3:9])=[O:7])=[C:4]([CH3:12])[C:3]=1[O:13][CH3:14], predict the reactants needed to synthesize it. The reactants are: [Br:1][C:2]1[CH:11]=[CH:10][C:5]([C:6]([O:8][CH3:9])=[O:7])=[C:4]([CH3:12])[C:3]=1[OH:13].[C:14](=O)([O-])[O-].[Cs+].[Cs+].IC. (2) Given the product [C:35]([O:34][C:32](=[O:33])[NH:31][CH2:11][CH2:10][CH2:9][CH2:8][CH:7]([C:4]1[CH:5]=[CH:6][N:1]=[CH:2][CH:3]=1)[CH2:13][CH2:14][CH2:15][CH2:16][CH2:17][CH2:18][CH2:19][CH2:20][CH:21]=[CH:22][CH2:23][CH2:24][CH2:25][CH2:26][CH2:27][CH2:28][CH2:29][CH3:30])([CH3:38])([CH3:37])[CH3:36], predict the reactants needed to synthesize it. The reactants are: [N:1]1[CH:6]=[CH:5][C:4]([CH:7]([CH2:13][CH2:14][CH2:15][CH2:16][CH2:17][CH2:18][CH2:19][CH2:20][CH:21]=[CH:22][CH2:23][CH2:24][CH2:25][CH2:26][CH2:27][CH2:28][CH2:29][CH3:30])[CH2:8][CH2:9][CH2:10][CH2:11]O)=[CH:3][CH:2]=1.[NH:31](C(OC(C)(C)C)=O)[C:32]([O:34][C:35]([CH3:38])([CH3:37])[CH3:36])=[O:33].C1(P(C2C=CC=CC=2)C2C=CC=CC=2)C=CC=CC=1.CCOC(/N=N/C(OCC)=O)=O. (3) Given the product [CH:21]([C:24]1[CH:31]=[CH:30][C:27]([CH2:28][C:5]([CH3:6])([CH3:7])[C:18]([OH:20])=[O:17])=[CH:26][CH:25]=1)([CH3:23])[CH3:22], predict the reactants needed to synthesize it. The reactants are: C(N[CH:5]([CH3:7])[CH3:6])(C)C.C([Li])CCC.C([O:17][C:18](=[O:20])C)C(C)C.[CH:21]([C:24]1[CH:31]=[CH:30][C:27]([CH2:28]Cl)=[CH:26][CH:25]=1)([CH3:23])[CH3:22].Cl.